Dataset: Forward reaction prediction with 1.9M reactions from USPTO patents (1976-2016). Task: Predict the product of the given reaction. Given the reactants C(O)(C(F)(F)F)=O.[C:8]([C:10]1[CH:11]=[C:12]([NH:30][C:31]2[CH:36]=[C:35]([O:37][C:38]3[C:47]4[C:42](=[CH:43][CH:44]=[CH:45][CH:46]=4)[C:41]([NH:48]C(=O)OC(C)(C)C)=[CH:40][CH:39]=3)[CH:34]=[CH:33][N:32]=2)[CH:13]=[C:14]([C:16](=[O:29])[NH:17][C@@H:18]([CH3:28])[CH2:19][O:20][CH2:21][CH2:22][O:23][CH2:24][CH2:25][O:26][CH3:27])[CH:15]=1)#[CH:9], predict the reaction product. The product is: [NH2:48][C:41]1[C:42]2[C:47](=[CH:46][CH:45]=[CH:44][CH:43]=2)[C:38]([O:37][C:35]2[CH:34]=[CH:33][N:32]=[C:31]([NH:30][C:12]3[CH:13]=[C:14]([CH:15]=[C:10]([C:8]#[CH:9])[CH:11]=3)[C:16]([NH:17][C@@H:18]([CH3:28])[CH2:19][O:20][CH2:21][CH2:22][O:23][CH2:24][CH2:25][O:26][CH3:27])=[O:29])[CH:36]=2)=[CH:39][CH:40]=1.